Dataset: Full USPTO retrosynthesis dataset with 1.9M reactions from patents (1976-2016). Task: Predict the reactants needed to synthesize the given product. (1) Given the product [Br:31][C:3]1[CH:4]=[C:5]2[C:9](=[CH:10][CH:2]=1)[NH:8][CH:7]=[C:6]2[CH2:11][C:12]([N:14]=[C:15]([NH2:30])[NH:16][CH2:17][C:18]1[CH:23]=[C:22]([Cl:24])[C:21]([NH:25][C:26](=[O:28])[CH3:27])=[C:20]([Cl:29])[CH:19]=1)=[O:13], predict the reactants needed to synthesize it. The reactants are: Br[C:2]1[CH:10]=[C:9]2[C:5]([C:6]([CH2:11][C:12]([N:14]=[C:15]([NH2:30])[NH:16][CH2:17][C:18]3[CH:23]=[C:22]([Cl:24])[C:21]([NH:25][C:26](=[O:28])[CH3:27])=[C:20]([Cl:29])[CH:19]=3)=[O:13])=[CH:7][NH:8]2)=[CH:4][CH:3]=1.[Br:31]C1C=C2C(=CC=1)NC=C2CC(O)=O.COC1C=C2C(=CC=1)NC=C2CC(N(C(SC)=N)C(=O)OC(C)(C)C)=O. (2) The reactants are: [F:1][CH:2]([F:21])[O:3][C:4]1[CH:20]=[CH:19][C:7]2[N:8]=[C:9]([NH:11][C:12]([N:14]3[CH:18]=[CH:17]N=C3)=S)[S:10][C:6]=2[CH:5]=1.C([N:24]([CH2:27]C)CC)C.C(N=C=NC(C)C)(C)C.[C:38]1(C)C=[CH:42][CH:41]=[CH:40][CH:39]=1.CN(C)C=[O:48]. Given the product [F:21][CH:2]([F:1])[O:3][C:4]1[CH:20]=[CH:19][C:7]2[N:8]=[C:9]([NH:11][C:12]3[O:48][C@:17]4([CH2:18][N:14]=3)[CH:40]3[CH2:41][CH2:42][N:24]([CH2:38][CH2:39]3)[CH2:27]4)[S:10][C:6]=2[CH:5]=1, predict the reactants needed to synthesize it. (3) Given the product [CH3:10][C:9]([Si:6]([CH3:7])([CH3:8])[O:13][CH2:14][C:15]1[N:16]=[N:17][N:18]([CH3:20])[C:19]=1[CH2:24][OH:25])([CH3:12])[CH3:11], predict the reactants needed to synthesize it. The reactants are: [Li]CCCC.[Si:6]([O:13][CH2:14][C:15]1[N:16]=[N:17][N:18]([CH3:20])[CH:19]=1)([C:9]([CH3:12])([CH3:11])[CH3:10])([CH3:8])[CH3:7].CN([CH:24]=[O:25])C.[BH4-].[Na+].[NH4+].[Cl-]. (4) The reactants are: [CH2:1]([O:3][C:4]([C:6]1[CH:7]=[N:8][C:9]2[C:14]([CH:15]=1)=[CH:13][CH:12]=[C:11](Cl)[CH:10]=2)=[O:5])[CH3:2].CC(C)([O-])C.[Na+].C1(P(C2CCCCC2)C2C=CC=CC=2C2C=CC=CC=2)CCCCC1.[C:48](=[NH:61])([C:55]1[CH:60]=[CH:59][CH:58]=[CH:57][CH:56]=1)[C:49]1[CH:54]=[CH:53][CH:52]=[CH:51][CH:50]=1. Given the product [CH2:1]([O:3][C:4]([C:6]1[CH:7]=[N:8][C:9]2[C:14]([CH:15]=1)=[CH:13][CH:12]=[C:11]([N:61]=[C:48]([C:49]1[CH:54]=[CH:53][CH:52]=[CH:51][CH:50]=1)[C:55]1[CH:60]=[CH:59][CH:58]=[CH:57][CH:56]=1)[CH:10]=2)=[O:5])[CH3:2], predict the reactants needed to synthesize it. (5) Given the product [CH3:45][C:12]([C:3]1[CH:4]=[CH:5][C:6]2[C:11](=[CH:10][CH:9]=[CH:8][CH:7]=2)[CH:2]=1)=[CH:13][CH2:42][CH2:41][CH2:40][CH2:39][CH2:38][CH2:37][CH2:36]/[CH:35]=[CH:34]/[CH3:33], predict the reactants needed to synthesize it. The reactants are: [Br-].[CH:2]1[C:11]2[C:6](=[CH:7][CH:8]=[CH:9][CH:10]=2)[CH:5]=[CH:4][C:3]=1[CH:12]([P+](C1C=CC=CC=1)(C1C=CC=CC=1)C1C=CC=CC=1)[CH3:13].[CH:33](=O)[CH2:34][CH2:35][CH2:36][CH2:37][CH2:38][CH2:39][CH2:40]/[CH:41]=[CH:42]/C.[CH2:45]1COCC1. (6) Given the product [Cl:24][C:21]1[CH:20]=[CH:19][C:18]([C:12]2[C:11]3[CH2:10][CH2:9][NH:8][CH2:17][CH2:16][C:15]=3[N:14]([CH2:27][CH2:28][N:29]([CH3:31])[CH3:30])[N:13]=2)=[CH:23][CH:22]=1, predict the reactants needed to synthesize it. The reactants are: C(OC([N:8]1[CH2:17][CH2:16][C:15]2[NH:14][N:13]=[C:12]([C:18]3[CH:23]=[CH:22][C:21]([Cl:24])=[CH:20][CH:19]=3)[C:11]=2[CH2:10][CH2:9]1)=O)(C)(C)C.Cl.Cl[CH2:27][CH2:28][N:29]([CH3:31])[CH3:30].ClC1C=CC(C2N(CCN(C)C)N=C3C=2CCNCC3)=CC=1. (7) Given the product [CH3:15][NH:16][C:17]([C:19]1[CH:24]=[C:23]([O:14][C:3]2[CH:4]=[C:5]([N+:11]([O-:13])=[O:12])[C:6]([N+:8]([O-:10])=[O:9])=[CH:7][C:2]=2[CH3:1])[CH:22]=[CH:21][N:20]=1)=[O:18], predict the reactants needed to synthesize it. The reactants are: [CH3:1][C:2]1[CH:7]=[C:6]([N+:8]([O-:10])=[O:9])[C:5]([N+:11]([O-:13])=[O:12])=[CH:4][C:3]=1[OH:14].[CH3:15][NH:16][C:17]([C:19]1[CH:24]=[C:23](Cl)[CH:22]=[CH:21][N:20]=1)=[O:18]. (8) Given the product [O:1]1[CH2:6][CH2:5][N:4]([C:7]2[CH:8]=[CH:9][C:10]([C:13]3[NH:35][C:16]4[N:17]=[CH:18][N:19]=[C:20]([C:21]5[CH:22]=[CH:23][C:24]([O:29][C@@H:30]6[CH2:34][CH2:33][NH:32][CH2:31]6)=[C:25]([CH:28]=5)[C:26]#[N:27])[C:15]=4[CH:14]=3)=[CH:11][CH:12]=2)[CH2:3][CH2:2]1.[C:45]([OH:48])([C:57]([F:61])([F:60])[F:56])=[O:46], predict the reactants needed to synthesize it. The reactants are: [O:1]1[CH2:6][CH2:5][N:4]([C:7]2[CH:12]=[CH:11][C:10]([C:13]3[N:35](S(C4C=CC=CC=4)(=O)=O)[C:16]4[N:17]=[CH:18][N:19]=[C:20]([C:21]5[CH:22]=[CH:23][C:24]([O:29][C@@H:30]6[CH2:34][CH2:33][NH:32][CH2:31]6)=[C:25]([CH:28]=5)[C:26]#[N:27])[C:15]=4[CH:14]=3)=[CH:9][CH:8]=2)[CH2:3][CH2:2]1.[C:45]([O-:48])([O-])=[O:46].[Cs+].[Cs+].C1COCC1.[F:56][C:57]([F:61])([F:60])CO. (9) Given the product [F:13][C:12]([F:15])([F:14])[C:11]([C:10]1[C:6]2[C:7](=[C:2]([CH3:21])[N:3]=[CH:4][CH:5]=2)[N:8]([CH2:17][CH2:18][O:19][CH3:20])[CH:9]=1)=[O:16], predict the reactants needed to synthesize it. The reactants are: Cl[C:2]1[N:3]=[CH:4][CH:5]=[C:6]2[C:10]([C:11](=[O:16])[C:12]([F:15])([F:14])[F:13])=[CH:9][N:8]([CH2:17][CH2:18][O:19][CH3:20])[C:7]=12.[CH3:21]B(O)O.C([O-])([O-])=O.[K+].[K+].